From a dataset of Reaction yield outcomes from USPTO patents with 853,638 reactions. Predict the reaction yield, written as a fraction of the theoretical maximum amount of product (1.0 means a 100% yield; for example, 0.34 means a 34% yield). The reactants are [NH2:1][C:2]1[C:11]2[C:6](=[CH:7][CH:8]=[C:9]([C:12]([NH:14][C:15]3[CH:20]=[CH:19][C:18]([CH2:21][NH2:22])=[CH:17][CH:16]=3)=[O:13])[CH:10]=2)[N:5]=[C:4]([CH3:23])[CH:3]=1.[N:24]1[CH:29]=[CH:28][CH:27]=[CH:26][C:25]=1[C:30](O)=[O:31].C(N(CC)CC)C.C1CN([P+](Br)(N2CCCC2)N2CCCC2)CC1.F[P-](F)(F)(F)(F)F. The catalyst is CN(C=O)C. The product is [NH2:1][C:2]1[C:11]2[C:6](=[CH:7][CH:8]=[C:9]([C:12]([NH:14][C:15]3[CH:20]=[CH:19][C:18]([CH2:21][NH:22][C:30]([C:25]4[CH:26]=[CH:27][CH:28]=[CH:29][N:24]=4)=[O:31])=[CH:17][CH:16]=3)=[O:13])[CH:10]=2)[N:5]=[C:4]([CH3:23])[CH:3]=1. The yield is 0.230.